Dataset: Peptide-MHC class I binding affinity with 185,985 pairs from IEDB/IMGT. Task: Regression. Given a peptide amino acid sequence and an MHC pseudo amino acid sequence, predict their binding affinity value. This is MHC class I binding data. The peptide sequence is LLYDANYFV. The MHC is HLA-A02:02 with pseudo-sequence HLA-A02:02. The binding affinity (normalized) is 1.00.